From a dataset of Forward reaction prediction with 1.9M reactions from USPTO patents (1976-2016). Predict the product of the given reaction. (1) Given the reactants Cl.[NH2:2][C@H:3]1[CH2:8][CH2:7][CH2:6][N:5]([C:9]2[N:14]=[C:13]([NH:15][C:16](=[O:22])[O:17][C:18]([CH3:21])([CH3:20])[CH3:19])[CH:12]=[CH:11][CH:10]=2)[CH2:4]1.[C:23](O)(=[O:26])[CH:24]=[CH2:25].CN(C(ON1N=NC2C=CC=NC1=2)=[N+](C)C)C.F[P-](F)(F)(F)(F)F.CCN(C(C)C)C(C)C, predict the reaction product. The product is: [C:23]([NH:2][C@H:3]1[CH2:8][CH2:7][CH2:6][N:5]([C:9]2[N:14]=[C:13]([NH:15][C:16](=[O:22])[O:17][C:18]([CH3:19])([CH3:21])[CH3:20])[CH:12]=[CH:11][CH:10]=2)[CH2:4]1)(=[O:26])[CH:24]=[CH2:25]. (2) Given the reactants Br[C:2]1[CH:3]=[N:4][CH:5]=[CH:6][CH:7]=1.[NH2:8][C:9]1[C:10]([C:16]([NH:18][C:19]2[CH:24]=[CH:23][CH:22]=[C:21]([CH3:25])[N:20]=2)=[O:17])=[N:11][C:12]([CH3:15])=[CH:13][CH:14]=1.C1C=CC(P(C2C(C3C(P(C4C=CC=CC=4)C4C=CC=CC=4)=CC=C4C=3C=CC=C4)=C3C(C=CC=C3)=CC=2)C2C=CC=CC=2)=CC=1.CC(C)([O-])C.[Na+], predict the reaction product. The product is: [CH3:15][C:12]1[N:11]=[C:10]([C:16]([NH:18][C:19]2[CH:24]=[CH:23][CH:22]=[C:21]([CH3:25])[N:20]=2)=[O:17])[C:9]([NH:8][C:2]2[CH:3]=[N:4][CH:5]=[CH:6][CH:7]=2)=[CH:14][CH:13]=1. (3) Given the reactants [C:1](O)(=O)[CH:2]([CH:4]([C:6]([OH:8])=[O:7])O)O.[C:11]12([CH2:21]S(O)(=O)=O)[C:21](C)(C)[CH:11]([CH2:17][CH2:17]1)[CH2:12][C:12]2=O.COC(C1C=CC=CC=1)C(O)=O.C(O)(=O)C(CC(O)=O)O.O(C(C)C(O)=O)C1C=CC=CC=1.C([NH:62][C@H](C(O)=O)CC(C)C)(=O)C.CC(NC(=O)CCC(O)=O)C1C=CC=CC=1.CC(NC(=O)C1C(=CC=CC=1)C(O)=O)C1C=CC=CC=1.C1[C@@H](O)[C@@H](O)[C@H](O)C[C@@]1(C(O)=O)O.OC1CC(C(C)=C)CCC1(C)S(O)(=O)=O.C(O)(=O)C(C1C=CC=CC=1)O.ClC1C=C(C=CC=1)[C@H](O)C(O)=O.BrC1C=C(C=CC=1)[C@H](O)C(O)=O, predict the reaction product. The product is: [CH3:12][CH:11]([CH2:21][C@H:2]([CH2:1][NH2:62])[CH2:4][C:6]([OH:8])=[O:7])[CH3:17]. (4) Given the reactants [C:1]([O:5][CH2:6][CH:7]([N:11]([C:16]([O:18][C:19]([CH3:22])([CH3:21])[CH3:20])=[O:17])[CH2:12][CH2:13][C:14]#[N:15])[C:8]([OH:10])=[O:9])([CH3:4])([CH3:3])[CH3:2].[C:23](=O)([O-])[O-].[K+].[K+].IC, predict the reaction product. The product is: [CH3:23][O:9][C:8](=[O:10])[CH:7]([N:11]([C:16]([O:18][C:19]([CH3:22])([CH3:21])[CH3:20])=[O:17])[CH2:12][CH2:13][C:14]#[N:15])[CH2:6][O:5][C:1]([CH3:3])([CH3:4])[CH3:2]. (5) Given the reactants [C:1]([O:5][C:6]([N:8]1[CH2:14][CH2:13][CH2:12][NH:11][CH2:10][CH2:9]1)=[O:7])([CH3:4])([CH3:3])[CH3:2].[S:15](N)([NH2:18])(=[O:17])=[O:16], predict the reaction product. The product is: [C:1]([O:5][C:6]([N:8]1[CH2:14][CH2:13][CH2:12][N:11]([S:15](=[O:17])(=[O:16])[NH2:18])[CH2:10][CH2:9]1)=[O:7])([CH3:4])([CH3:2])[CH3:3]. (6) Given the reactants CN(C=O)C.[OH:6][C:7]1[CH:19]=[CH:18][C:10]2[C:11]([C:14]([F:17])([F:16])[F:15])=[N:12][O:13][C:9]=2[C:8]=1[CH2:20][CH2:21][CH3:22].[Br:23][CH2:24][CH2:25][CH2:26]Br.C([O-])([O-])=O.[Cs+].[Cs+], predict the reaction product. The product is: [F:15][C:14]([F:17])([F:16])[C:11]1[C:10]2[CH:18]=[CH:19][C:7]([O:6][CH2:26][CH2:25][CH2:24][Br:23])=[C:8]([CH2:20][CH2:21][CH3:22])[C:9]=2[O:13][N:12]=1.